This data is from Reaction yield outcomes from USPTO patents with 853,638 reactions. The task is: Predict the reaction yield, written as a fraction of the theoretical maximum amount of product (1.0 means a 100% yield; for example, 0.34 means a 34% yield). (1) The reactants are [CH3:1][CH2:2][C:3](=O)[CH:4]([CH2:6][CH3:7])[OH:5].[N:9]#[C:10][NH2:11].[O-]CC.[Na+].O. The catalyst is C(O)C. The product is [NH2:11][C:10]1[O:5][C:4]([CH2:6][CH3:7])=[C:3]([CH2:2][CH3:1])[N:9]=1. The yield is 0.297. (2) The reactants are Cl[C:2]1[CH:11]=[N:10][C:9]2[C:4](=[CH:5][CH:6]=[C:7]([O:12][CH3:13])[CH:8]=2)[N:3]=1.[CH3:14][O:15][C:16]1[CH:21]=[C:20]([O:22][CH3:23])[CH:19]=[CH:18][C:17]=1[CH2:24][NH2:25].C(OCC)(=O)C. The catalyst is CS(C)=O. The product is [CH3:14][O:15][C:16]1[CH:21]=[C:20]([O:22][CH3:23])[CH:19]=[CH:18][C:17]=1[CH2:24][NH:25][C:2]1[CH:11]=[N:10][C:9]2[C:4](=[CH:5][CH:6]=[C:7]([O:12][CH3:13])[CH:8]=2)[N:3]=1. The yield is 0.870. (3) The reactants are [CH3:1][O:2][C:3]1[C:10]([O:11][CH3:12])=[C:9]([O:13][CH3:14])[CH:8]=[CH:7][C:4]=1[CH2:5][OH:6].F[C:16]1[CH:21]=[CH:20][CH:19]=[CH:18][C:17]=1[N+:22]([O-:24])=[O:23].[CH3:25][O:26][C:27]1[C:41]([O:42][CH3:43])=[C:40]([O:44][CH3:45])[CH:39]=[CH:38][C:28]=1[CH2:29][O:30][C:31]1[CH:37]=[CH:36][CH:35]=[CH:34][C:32]=1[NH2:33].[NH2:46][C:47]1[S:48][CH:49]=[CH:50][N:51]=1. No catalyst specified. The product is [CH3:1][O:2][C:3]1[C:10]([O:11][CH3:12])=[C:9]([O:13][CH3:14])[CH:8]=[CH:7][C:4]=1[CH2:5][O:6][C:16]1[CH:21]=[CH:20][CH:19]=[CH:18][C:17]=1[N+:22]([O-:24])=[O:23].[CH3:25][O:26][C:27]1[C:41]([O:42][CH3:43])=[C:40]([O:44][CH3:45])[CH:39]=[CH:38][C:28]=1[CH2:29][O:30][C:31]1[CH:37]=[CH:36][CH:35]=[CH:34][C:32]=1[NH:33][C:14]([NH:46][C:47]1[S:48][CH:49]=[CH:50][N:51]=1)=[O:13]. The yield is 0.720.